Predict which catalyst facilitates the given reaction. From a dataset of Catalyst prediction with 721,799 reactions and 888 catalyst types from USPTO. (1) Reactant: [CH3:1][O:2][C:3]1[N:8]=[CH:7][C:6]([C:9]2[CH:10]=[C:11]3[C:16](=[CH:17][CH:18]=2)[N:15]=[CH:14][N:13]=[C:12]3[C:19]2[CH:20]=[C:21]([CH:25]=[CH:26][CH:27]=2)[C:22]([OH:24])=O)=[CH:5][CH:4]=1.CN(C(ON1N=NC2C=CC=CC1=2)=[N+](C)C)C.F[P-](F)(F)(F)(F)F.CCN(C(C)C)C(C)C.C(OC([N:68]1[CH2:73][CH2:72][NH:71][C@@H:70]([CH3:74])[CH2:69]1)=O)(C)(C)C.C(O)(C(F)(F)F)=O. Product: [CH3:1][O:2][C:3]1[N:8]=[CH:7][C:6]([C:9]2[CH:10]=[C:11]3[C:16](=[CH:17][CH:18]=2)[N:15]=[CH:14][N:13]=[C:12]3[C:19]2[CH:20]=[C:21]([C:22]([N:71]3[CH2:72][CH2:73][NH:68][CH2:69][C@@H:70]3[CH3:74])=[O:24])[CH:25]=[CH:26][CH:27]=2)=[CH:5][CH:4]=1. The catalyst class is: 85. (2) Reactant: [CH3:1][C:2](O)([C:4]1[CH:5]=[CH:6][CH:7]=[CH:8][C:9]=1[CH2:10][CH2:11][C@@H:12]([S:32][CH2:33][C:34]1([CH2:37][C:38]([OH:40])=[O:39])[CH2:36][CH2:35]1)[C:13]1[CH:14]=[CH:15][CH:16]=[C:17](/[CH:19]=[CH:20]/[C:21]2[CH:22]=[CH:23][C:24]3[CH:25]=[CH:26][C:27]([Cl:31])=[CH:28][C:29]=3[N:30]=2)[CH:18]=1)[CH3:3].S(=O)(=O)(O)O. Product: [CH3:3][C:2]([C:4]1[C:9]([CH2:10][CH2:11][C@@H:12]([S:32][CH2:33][C:34]2([CH2:37][C:38]([OH:40])=[O:39])[CH2:36][CH2:35]2)[C:13]2[CH:18]=[C:17](/[CH:19]=[CH:20]/[C:21]3[CH:22]=[CH:23][C:24]4[CH:25]=[CH:26][C:27]([Cl:31])=[CH:28][C:29]=4[N:30]=3)[CH:16]=[CH:15][CH:14]=2)=[CH:8][CH:7]=[CH:6][CH:5]=1)=[CH2:1]. The catalyst class is: 22. (3) Reactant: [CH:1]1([N:6]2[CH2:11][CH2:10][N:9]([C:12]([C:14]3[CH:15]=[C:16]4[C:20](=[CH:21][CH:22]=3)[NH:19][C:18]([C:23]([N:25]3[CH2:30][CH2:29][O:28][CH2:27][CH2:26]3)=[O:24])=[CH:17]4)=[O:13])[CH2:8][CH2:7]2)[CH2:5][CH2:4][CH2:3][CH2:2]1.[H-].[Na+].[CH3:33][S:34](Cl)(=[O:36])=[O:35]. Product: [CH:1]1([N:6]2[CH2:7][CH2:8][N:9]([C:12]([C:14]3[CH:15]=[C:16]4[C:20](=[CH:21][CH:22]=3)[N:19]([S:34]([CH3:33])(=[O:36])=[O:35])[C:18]([C:23]([N:25]3[CH2:26][CH2:27][O:28][CH2:29][CH2:30]3)=[O:24])=[CH:17]4)=[O:13])[CH2:10][CH2:11]2)[CH2:5][CH2:4][CH2:3][CH2:2]1. The catalyst class is: 9. (4) Reactant: CS(C)=O.C(Cl)(=O)C(Cl)=O.[OH:11][CH:12]1[CH2:17][CH2:16][N:15]([CH2:18][CH2:19][N:20]([CH3:28])[C:21](=[O:27])[O:22][C:23]([CH3:26])([CH3:25])[CH3:24])[CH2:14][CH2:13]1.C(N(CC)CC)C. Product: [CH3:28][N:20]([CH2:19][CH2:18][N:15]1[CH2:14][CH2:13][C:12](=[O:11])[CH2:17][CH2:16]1)[C:21](=[O:27])[O:22][C:23]([CH3:26])([CH3:24])[CH3:25]. The catalyst class is: 46. (5) Reactant: [O:1]=[C:2]1[CH:7]([N:8]2[CH2:16][C:15]3[C:10](=[CH:11][CH:12]=[C:13]([CH2:17][NH:18][C:19](=[O:45])[NH:20][C:21]4[CH:22]=[CH:23][C:24]([CH3:44])=[C:25]([CH:43]=4)[O:26][C:27](=[O:42])[CH2:28][N:29]4[CH2:34][CH2:33][N:32](C(OC(C)(C)C)=O)[CH2:31][CH2:30]4)[CH:14]=3)[C:9]2=[O:46])[CH2:6][CH2:5][C:4](=[O:47])[NH:3]1.[ClH:48]. Product: [ClH:48].[N:29]1([CH2:28][C:27]([O:26][C:25]2[CH:43]=[C:21]([NH:20][C:19]([NH:18][CH2:17][C:13]3[CH:14]=[C:15]4[C:10](=[CH:11][CH:12]=3)[C:9](=[O:46])[N:8]([CH:7]3[CH2:6][CH2:5][C:4](=[O:47])[NH:3][C:2]3=[O:1])[CH2:16]4)=[O:45])[CH:22]=[CH:23][C:24]=2[CH3:44])=[O:42])[CH2:34][CH2:33][NH:32][CH2:31][CH2:30]1. The catalyst class is: 158. (6) Reactant: [O:1]([C:8]1[CH:9]=[C:10]([CH2:14][C:15]#[N:16])[CH:11]=[CH:12][CH:13]=1)[C:2]1[CH:7]=[CH:6][CH:5]=[CH:4][CH:3]=1.[H-].[Na+].I[CH2:20][CH3:21]. Product: [O:1]([C:8]1[CH:9]=[C:10]([CH:14]([CH2:20][CH3:21])[C:15]#[N:16])[CH:11]=[CH:12][CH:13]=1)[C:2]1[CH:3]=[CH:4][CH:5]=[CH:6][CH:7]=1. The catalyst class is: 3. (7) Reactant: [C:9](O[C:9]([O:11][C:12]([CH3:15])([CH3:14])[CH3:13])=[O:10])([O:11][C:12]([CH3:15])([CH3:14])[CH3:13])=[O:10].[NH:16]1[CH2:21][CH:20]=[CH:19][CH2:18][CH2:17]1.C(=O)([O-])[O-].[Na+].[Na+]. Product: [C:12]([O:11][C:9]([N:16]1[CH2:17][CH:18]=[CH:19][CH2:20][CH2:21]1)=[O:10])([CH3:13])([CH3:14])[CH3:15]. The catalyst class is: 6. (8) Reactant: C(O[C:5](=[O:7])[CH3:6])(=O)C.[OH:8][C:9]([C:11]([F:14])([F:13])[F:12])=[O:10].[F:15][C:16]1[CH:21]=[C:20]([F:22])[CH:19]=[CH:18][C:17]=1[CH:23]([F:44])[CH:24]1[CH2:29][CH2:28][N:27]([C:30]2[N:31]=[C:32]3[CH2:43][CH2:42][NH:41][CH2:40][C:33]3=[N:34][C:35]=2[NH:36][CH:37]([CH3:39])[CH3:38])[CH2:26][CH2:25]1.N1C=CC=CC=1. Product: [F:15][C:16]1[CH:21]=[C:20]([F:22])[CH:19]=[CH:18][C:17]=1[CH:23]([F:44])[CH:24]1[CH2:29][CH2:28][N:27]([C:30]2[N:31]=[C:32]3[CH2:43][CH2:42][N:41]([C:5](=[O:7])[CH3:6])[CH2:40][C:33]3=[N:34][C:35]=2[NH:36][CH:37]([CH3:39])[CH3:38])[CH2:26][CH2:25]1.[C:9]([OH:10])([C:11]([F:14])([F:13])[F:12])=[O:8]. The catalyst class is: 2. (9) Product: [NH2:2][CH:3]([CH2:9][CH2:10][C:11]1[CH:12]=[CH:13][CH:14]=[CH:15][CH:16]=1)[CH2:4][CH2:5][C:6]([OH:8])=[O:7]. The catalyst class is: 29. Reactant: O[N:2]=[C:3]([CH2:9][CH2:10][C:11]1[CH:16]=[CH:15][CH:14]=[CH:13][CH:12]=1)[CH2:4][CH2:5][C:6]([OH:8])=[O:7]. (10) Reactant: [C:1]([O:5][C:6]([NH:8][C:9]1([C:15]([OH:17])=O)[CH2:14][CH2:13][O:12][CH2:11][CH2:10]1)=[O:7])([CH3:4])([CH3:3])[CH3:2].[N:18]1C=CC=CC=1.C(OC(OCCCC)=O)(OCCCC)=O.C(=O)(O)[O-].[NH4+]. Product: [NH2:18][C:15]([C:9]1([NH:8][C:6](=[O:7])[O:5][C:1]([CH3:4])([CH3:3])[CH3:2])[CH2:14][CH2:13][O:12][CH2:11][CH2:10]1)=[O:17]. The catalyst class is: 12.